From a dataset of Experimentally validated miRNA-target interactions with 360,000+ pairs, plus equal number of negative samples. Binary Classification. Given a miRNA mature sequence and a target amino acid sequence, predict their likelihood of interaction. The miRNA is hsa-miR-4739 with sequence AAGGGAGGAGGAGCGGAGGGGCCCU. The protein sequence of the target gene is MFTLTGCRLVEKTQKVENPSVSFASSFPLIPLLLRGKSVQKKQAESKSQIKLHTQSAPFGLCPKDMMLTQAPSSVVRSRNSRNHTVNSGGSCLSASTVAIPAINDSSAAMSACSTISAQPASSMDTQMHSPKKQERVNKRVIWGIEVAEELHWKGWELGKETTRNLVLKNRSLKLQKMKYRPPKTKFFFTVIPQPIFLSPGITLTLPIVFRPLEAKEYMDQLWFEKAEGMFCVGLRATLPCHRLICRPPSLQLPMCAVGDTTEAFFCLDNVGDLPTFFTWEFSSPFQMLPATGLLEPGQA.... Result: 1 (interaction).